Dataset: CYP2C9 inhibition data for predicting drug metabolism from PubChem BioAssay. Task: Regression/Classification. Given a drug SMILES string, predict its absorption, distribution, metabolism, or excretion properties. Task type varies by dataset: regression for continuous measurements (e.g., permeability, clearance, half-life) or binary classification for categorical outcomes (e.g., BBB penetration, CYP inhibition). Dataset: cyp2c9_veith. The drug is C[C@H](N)c1cccc(Cl)c1Cl. The result is 0 (non-inhibitor).